Dataset: Reaction yield outcomes from USPTO patents with 853,638 reactions. Task: Predict the reaction yield, written as a fraction of the theoretical maximum amount of product (1.0 means a 100% yield; for example, 0.34 means a 34% yield). (1) The product is [Cl:50][C:6]1[CH:5]=[N+:4]([O-:51])[CH:3]=[C:2]([Cl:1])[C:7]=1[CH2:8][C@@H:9]([C:35]1[CH:40]=[CH:39][C:38]([O:41][CH:42]([F:44])[F:43])=[C:37]([O:45][CH2:46][CH:47]2[CH2:49][CH2:48]2)[CH:36]=1)[O:10][C:11](=[O:34])[CH2:12][CH2:13][OH:14]. The reactants are [Cl:1][C:2]1[CH:3]=[N+:4]([O-:51])[CH:5]=[C:6]([Cl:50])[C:7]=1[CH2:8][C@@H:9]([C:35]1[CH:40]=[CH:39][C:38]([O:41][CH:42]([F:44])[F:43])=[C:37]([O:45][CH2:46][CH:47]2[CH2:49][CH2:48]2)[CH:36]=1)[O:10][C:11](=[O:34])[CH2:12][CH2:13][O:14]C(C1C=CC=CC=1)(C1C=CC=CC=1)C1C=CC=CC=1. The catalyst is C(Cl)Cl.Br. The yield is 0.770. (2) The reactants are [O:1]1[CH:5]=[CH:4][CH:3]=[C:2]1[CH2:6][CH2:7][C:8]1[CH:13]=[CH:12][C:11]([CH2:14][C:15](Cl)=[N:16][OH:17])=[CH:10][CH:9]=1.O1CCCC1.[C:24]([C:26]1[C:27]([NH2:33])=[N:28][C:29]([NH2:32])=[CH:30][CH:31]=1)#[CH:25].C(N(CC)CC)C. The catalyst is C(OCC)(=O)C.O. The product is [O:1]1[CH:5]=[CH:4][CH:3]=[C:2]1[CH2:6][CH2:7][C:8]1[CH:13]=[CH:12][C:11]([CH2:14][C:15]2[CH:25]=[C:24]([C:26]3[C:27]([NH2:33])=[N:28][C:29]([NH2:32])=[CH:30][CH:31]=3)[O:17][N:16]=2)=[CH:10][CH:9]=1. The yield is 0.720. (3) The reactants are [CH2:1]([C:3]([C:21]1[CH:26]=[CH:25][C:24]([OH:27])=[C:23]([CH3:28])[CH:22]=1)([C:6]1[CH:11]=[CH:10][C:9]([CH2:12][CH2:13][CH:14]([OH:19])[C:15]([CH3:18])([CH3:17])[CH3:16])=[C:8]([CH3:20])[CH:7]=1)[CH2:4][CH3:5])[CH3:2].C([O-])([O-])=O.[K+].[K+].[CH2:35]([O:37][C:38](=[O:45])[CH2:39][CH2:40][CH2:41][CH2:42][CH2:43]Br)[CH3:36].O. The catalyst is CN(C=O)C. The product is [CH2:35]([O:37][C:38](=[O:45])[CH2:39][CH2:40][CH2:41][CH2:42][CH2:43][O:27][C:24]1[CH:25]=[CH:26][C:21]([C:3]([CH2:4][CH3:5])([C:6]2[CH:11]=[CH:10][C:9]([CH2:12][CH2:13][CH:14]([OH:19])[C:15]([CH3:17])([CH3:18])[CH3:16])=[C:8]([CH3:20])[CH:7]=2)[CH2:1][CH3:2])=[CH:22][C:23]=1[CH3:28])[CH3:36]. The yield is 0.780. (4) The reactants are C([O:4][CH:5]([CH2:39][O:40][CH:41]([CH3:43])[CH3:42])[CH2:6][O:7][C:8]1[CH:13]=[CH:12][C:11](/[CH:14]=[CH:15]/[C:16](=[O:26])[NH:17][S:18]([CH2:21][CH2:22][CH2:23][CH2:24][CH3:25])(=[O:20])=[O:19])=[C:10]([O:27][C:28]2[C:33]([Cl:34])=[CH:32][C:31]([C:35]([F:38])([F:37])[F:36])=[CH:30][N:29]=2)[CH:9]=1)(=O)C.O1CCCC1.[OH-].[Na+].Cl. The catalyst is O.C(O)C. The product is [Cl:34][C:33]1[C:28]([O:27][C:10]2[CH:9]=[C:8]([O:7][CH2:6][CH:5]([OH:4])[CH2:39][O:40][CH:41]([CH3:43])[CH3:42])[CH:13]=[CH:12][C:11]=2/[CH:14]=[CH:15]/[C:16]([NH:17][S:18]([CH2:21][CH2:22][CH2:23][CH2:24][CH3:25])(=[O:20])=[O:19])=[O:26])=[N:29][CH:30]=[C:31]([C:35]([F:37])([F:36])[F:38])[CH:32]=1. The yield is 0.520.